Dataset: hERG potassium channel inhibition data for cardiac toxicity prediction from Karim et al.. Task: Regression/Classification. Given a drug SMILES string, predict its toxicity properties. Task type varies by dataset: regression for continuous values (e.g., LD50, hERG inhibition percentage) or binary classification for toxic/non-toxic outcomes (e.g., AMES mutagenicity, cardiotoxicity, hepatotoxicity). Dataset: herg_karim. (1) The result is 0 (non-blocker). The drug is CN1CCN2c3ccccc3Cc3ccccc3[C@@H]2C1. (2) The result is 0 (non-blocker). The molecule is NC1=NC2(CO1)c1cc(NC(=O)c3ncc(Br)cn3)ccc1OCC21CC1.